This data is from Full USPTO retrosynthesis dataset with 1.9M reactions from patents (1976-2016). The task is: Predict the reactants needed to synthesize the given product. Given the product [Br:1][C:2]1[CH:10]=[CH:9][CH:8]=[C:7]2[C:3]=1[CH2:4][C:5]([CH3:13])=[CH:6]2, predict the reactants needed to synthesize it. The reactants are: [Br:1][C:2]1[CH:10]=[C:9](Cl)[CH:8]=[C:7]2[C:3]=1[CH2:4][CH:5]([CH3:13])[C:6]2=O.C1COCC1.CO.[BH4-].[Na+].Cl.